Dataset: Forward reaction prediction with 1.9M reactions from USPTO patents (1976-2016). Task: Predict the product of the given reaction. Given the reactants [CH:1]1([C:4]2[N:9]=[C:8]([C:10]3[C:18]4[C:13](=[CH:14][CH:15]=[C:16]([C:19]5[CH:24]=[N:23][CH:22]=[C:21]([CH:25]6[CH2:27][CH2:26]6)[N:20]=5)[CH:17]=4)[N:12](S(C4C=CC(C)=CC=4)(=O)=O)[CH:11]=3)[CH:7]=[N:6][CH:5]=2)[CH2:3][CH2:2]1.[OH-].[Na+].[Na+].[Cl-], predict the reaction product. The product is: [CH:1]1([C:4]2[N:9]=[C:8]([C:10]3[C:18]4[C:13](=[CH:14][CH:15]=[C:16]([C:19]5[CH:24]=[N:23][CH:22]=[C:21]([CH:25]6[CH2:27][CH2:26]6)[N:20]=5)[CH:17]=4)[NH:12][CH:11]=3)[CH:7]=[N:6][CH:5]=2)[CH2:3][CH2:2]1.